This data is from Reaction yield outcomes from USPTO patents with 853,638 reactions. The task is: Predict the reaction yield, written as a fraction of the theoretical maximum amount of product (1.0 means a 100% yield; for example, 0.34 means a 34% yield). (1) The reactants are [C:1](N1C=CN=C1)([N:3]1C=CN=C1)=O.[NH2:13][C:14]1[C:22]([F:23])=[CH:21][CH:20]=[CH:19][C:15]=1[C:16](O)=[O:17].CN. The catalyst is C1COCC1. The product is [NH2:13][C:14]1[C:22]([F:23])=[CH:21][CH:20]=[CH:19][C:15]=1[C:16]([NH:3][CH3:1])=[O:17]. The yield is 0.800. (2) The product is [N:1]1[CH:6]=[CH:5][C:4](/[CH:7]=[CH:8]/[C:9]2[C:17]3[C:12](=[CH:13][C:14]([C@H:18]4[C@@:20]5([C:28]6[C:23](=[CH:24][CH:25]=[CH:26][CH:27]=6)[NH:22][C:21]5=[O:29])[CH2:19]4)=[CH:15][CH:16]=3)[NH:11][N:10]=2)=[CH:3][CH:2]=1. The catalyst is C(Cl)Cl. The reactants are [N:1]1[CH:6]=[CH:5][C:4](/[CH:7]=[CH:8]/[C:9]2[C:17]3[C:12](=[CH:13][C:14]([C@H:18]4[C@@:20]5([C:28]6[C:23](=[CH:24][CH:25]=[CH:26][CH:27]=6)[NH:22][C:21]5=[O:29])[CH2:19]4)=[CH:15][CH:16]=3)[N:11](COCC[Si](C)(C)C)[N:10]=2)=[CH:3][CH:2]=1.B(F)(F)F.CCOCC. The yield is 0.900.